This data is from Full USPTO retrosynthesis dataset with 1.9M reactions from patents (1976-2016). The task is: Predict the reactants needed to synthesize the given product. (1) The reactants are: Br[CH2:2][C:3]1[CH:12]=[CH:11][C:6]([C:7]([O:9][CH3:10])=[O:8])=[CH:5][CH:4]=1.[P:13]([O:20]CC)([O:17][CH2:18][CH3:19])[O:14][CH2:15][CH3:16]. Given the product [CH2:15]([O:14][P:13]([CH2:2][C:3]1[CH:12]=[CH:11][C:6]([C:7]([O:9][CH3:10])=[O:8])=[CH:5][CH:4]=1)([O:17][CH2:18][CH3:19])=[O:20])[CH3:16], predict the reactants needed to synthesize it. (2) Given the product [O:24]=[C:15]1[C:16]2[C:21](=[CH:20][CH:19]=[CH:18][CH:17]=2)[C:22](=[O:23])[N:14]1[CH2:13][CH2:12][CH2:11][C:10]#[C:9][C:5]1[C:6]([CH3:8])=[N:7][C:2]([NH:29][C:30]2[CH:37]=[CH:36][C:33]([C:34]#[N:35])=[CH:32][CH:31]=2)=[N:3][C:4]=1[NH:25][CH2:26][CH2:27][CH3:28], predict the reactants needed to synthesize it. The reactants are: Cl[C:2]1[N:7]=[C:6]([CH3:8])[C:5]([C:9]#[C:10][CH2:11][CH2:12][CH2:13][N:14]2[C:22](=[O:23])[C:21]3[C:16](=[CH:17][CH:18]=[CH:19][CH:20]=3)[C:15]2=[O:24])=[C:4]([NH:25][CH2:26][CH2:27][CH3:28])[N:3]=1.[NH2:29][C:30]1[CH:37]=[CH:36][C:33]([C:34]#[N:35])=[CH:32][CH:31]=1.C(=O)([O-])[O-].[Cs+].[Cs+].C(OCC)(=O)C. (3) Given the product [C:28]([C:21]1[O:24][C:2]2[C:1]([C:4]3[CH:9]=[C:8]([CH:10]([CH3:12])[CH3:11])[CH:7]=[C:6]([CH:6]([CH3:7])[CH3:5])[C:5]=3[O:16][CH2:17][CH:18]([F:20])[F:19])=[CH:3][CH:9]=[CH:4][C:1]=2[CH:2]=1)(=[O:30])[CH3:29], predict the reactants needed to synthesize it. The reactants are: [CH:1]([C:4]1[C:5]([O:16][CH2:17][CH:18]([F:20])[F:19])=[C:6](B(O)O)[CH:7]=[C:8]([CH:10]([CH3:12])[CH3:11])[CH:9]=1)([CH3:3])[CH3:2].[C:21](=[O:24])([O-])[O-].[Na+].[Na+].O.[CH2:28]([OH:30])[CH3:29]. (4) Given the product [Cl:1][C:2]1[CH:3]=[CH:4][C:5]([S:8]([N:11]([CH2:18][C:19]2[CH:26]=[CH:25][C:22]([C:23]#[N:24])=[CH:21][CH:20]=2)[CH:12]([CH2:15][CH3:16])[CH2:13][CH3:14])(=[O:10])=[O:9])=[CH:6][CH:7]=1, predict the reactants needed to synthesize it. The reactants are: [Cl:1][C:2]1[CH:7]=[CH:6][C:5]([S:8]([NH:11][CH:12]([CH2:15][CH3:16])[CH2:13][CH3:14])(=[O:10])=[O:9])=[CH:4][CH:3]=1.Br[CH2:18][C:19]1[CH:26]=[CH:25][C:22]([C:23]#[N:24])=[CH:21][CH:20]=1.C([O-])([O-])=O.[K+].[K+]. (5) Given the product [CH2:19]([C:3]1[CH:4]=[CH:5][C:6]2[CH2:7][CH2:8][N:9]([C:13](=[O:18])[C:14]([F:17])([F:15])[F:16])[CH2:10][CH2:11][C:12]=2[C:2]=1[O:1][S:31]([C:30]([F:43])([F:42])[F:29])(=[O:33])=[O:32])[CH2:20][CH3:21], predict the reactants needed to synthesize it. The reactants are: [OH:1][C:2]1[C:12]2[CH2:11][CH2:10][N:9]([C:13](=[O:18])[C:14]([F:17])([F:16])[F:15])[CH2:8][CH2:7][C:6]=2[CH:5]=[CH:4][C:3]=1[CH2:19][CH2:20][CH3:21].C(N(CC)CC)C.[F:29][C:30]([F:43])([F:42])[S:31](O[S:31]([C:30]([F:43])([F:42])[F:29])(=[O:33])=[O:32])(=[O:33])=[O:32]. (6) Given the product [OH:48][C@H:49]([CH3:50])[C:8]([N:5]1[CH2:6][CH2:7][C@H:2]([O:1][C:17]2[CH:24]=[CH:23][C:22]([C:25]3[N:30]=[C:29]([NH:31][C:32]4[CH:37]=[CH:36][C:35]([N:38]5[CH2:43][CH2:42][N:41]([CH:44]6[CH2:47][O:46][CH2:45]6)[CH2:40][CH2:39]5)=[CH:34][CH:33]=4)[N:28]=[CH:27][N:26]=3)=[CH:21][C:18]=2[C:19]#[N:20])[CH2:3][C@H:4]1[CH3:15])=[O:10], predict the reactants needed to synthesize it. The reactants are: [OH:1][C@H:2]1[CH2:7][CH2:6][N:5]([C:8]([O:10]C(C)(C)C)=O)[C@H:4]([CH3:15])[CH2:3]1.F[C:17]1[CH:24]=[CH:23][C:22]([C:25]2[N:30]=[C:29]([NH:31][C:32]3[CH:37]=[CH:36][C:35]([N:38]4[CH2:43][CH2:42][N:41]([CH:44]5[CH2:47][O:46][CH2:45]5)[CH2:40][CH2:39]4)=[CH:34][CH:33]=3)[N:28]=[CH:27][N:26]=2)=[CH:21][C:18]=1[C:19]#[N:20].[OH:48][C@H:49](C)[C:50](O)=O.